From a dataset of Reaction yield outcomes from USPTO patents with 853,638 reactions. Predict the reaction yield, written as a fraction of the theoretical maximum amount of product (1.0 means a 100% yield; for example, 0.34 means a 34% yield). (1) The reactants are [CH2:1]([O:8][CH2:9][CH2:10][CH:11]1[CH2:20][CH2:19][C:14]2(OCC[O:15]2)[CH2:13][CH2:12]1)[C:2]1[CH:7]=[CH:6][CH:5]=[CH:4][CH:3]=1.O.CC1C=CC(S(O)(=O)=O)=CC=1. The catalyst is CC(C)=O. The product is [CH2:1]([O:8][CH2:9][CH2:10][CH:11]1[CH2:12][CH2:13][C:14](=[O:15])[CH2:19][CH2:20]1)[C:2]1[CH:7]=[CH:6][CH:5]=[CH:4][CH:3]=1. The yield is 0.970. (2) The reactants are [CH3:1][C:2]1[C:10]([N+:11]([O-:13])=[O:12])=[CH:9][CH:8]=[CH:7][C:3]=1[C:4]([OH:6])=[O:5].[Br:14]N1C(C)(C)C(=O)N(Br)C1=O. The catalyst is OS(O)(=O)=O. The product is [Br:14][C:8]1[CH:9]=[C:10]([N+:11]([O-:13])=[O:12])[C:2]([CH3:1])=[C:3]([CH:7]=1)[C:4]([OH:6])=[O:5]. The yield is 0.979. (3) The reactants are [F:1][C:2]1[CH:3]=[C:4]([CH:8]=[CH:9][C:10]=1[F:11])[C:5](Cl)=[O:6].[S-:12][C:13]#[N:14].[K+].[Cl:16][C:17]1[CH:24]=[C:23]([F:25])[CH:22]=[CH:21][C:18]=1[CH2:19][NH2:20]. The catalyst is C(#N)C.O. The product is [Cl:16][C:17]1[CH:24]=[C:23]([F:25])[CH:22]=[CH:21][C:18]=1[CH2:19][NH:20][C:13]([NH:14][C:5](=[O:6])[C:4]1[CH:8]=[CH:9][C:10]([F:11])=[C:2]([F:1])[CH:3]=1)=[S:12]. The yield is 0.770. (4) The reactants are [CH3:1][O:2][C:3]1[C:8](B(O)O)=[CH:7][CH:6]=[CH:5][N:4]=1.[C:12]1([CH3:18])[CH:17]=[CH:16][CH:15]=[CH:14]C=1.C(=O)([O-])[O-:20].[Na+].[Na+].[CH2:25]([OH:27])[CH3:26]. The yield is 0.910. The product is [CH3:1][O:2][C:3]1[C:8]([C:18]2[CH2:12][CH2:17][CH2:16][C:15]=2[C:14]([O:27][CH2:25][CH3:26])=[O:20])=[CH:7][CH:6]=[CH:5][N:4]=1. No catalyst specified. (5) The reactants are Br[C:2]1[CH:19]=[CH:18][C:5]2[CH:6]3[CH2:17][CH:8]([C:9]4[S:13][C:12]([C:14]([NH2:16])=[O:15])=[N:11][C:10]=4[C:4]=2[CH:3]=1)[CH2:7]3.[CH3:20][C:21]1[O:25][N:24]=[C:23]([C@:26]([OH:30])([C:28]#[CH:29])[CH3:27])[CH:22]=1. No catalyst specified. The product is [OH:30][C@:26]([C:23]1[CH:22]=[C:21]([CH3:20])[O:25][N:24]=1)([CH3:27])[C:28]#[C:29][C:2]1[CH:19]=[CH:18][C:5]2[CH:6]3[CH2:17][CH:8]([C:9]4[S:13][C:12]([C:14]([NH2:16])=[O:15])=[N:11][C:10]=4[C:4]=2[CH:3]=1)[CH2:7]3. The yield is 0.580. (6) The reactants are [CH2:1]([C:8]1[NH:12][N:11]=[N:10][N:9]=1)[C:2]1[CH:7]=[CH:6][CH:5]=[CH:4][CH:3]=1.Cl[CH2:14][CH2:15][CH2:16]I.C[O-].[Na+].[Cl:21][C:22]1[N:30](CC=C)[C:29]2[C:28](=[O:34])[NH:27][C:26](=[O:35])[N:25]([CH2:36][CH2:37][CH2:38][CH2:39][CH3:40])[C:24]=2[N:23]=1.C([O-])([O-])=O.[Cs+].[Cs+].N1CCOCC1. The catalyst is CO.CN(C=O)C.C1C=CC([P]([Pd]([P](C2C=CC=CC=2)(C2C=CC=CC=2)C2C=CC=CC=2)([P](C2C=CC=CC=2)(C2C=CC=CC=2)C2C=CC=CC=2)[P](C2C=CC=CC=2)(C2C=CC=CC=2)C2C=CC=CC=2)(C2C=CC=CC=2)C2C=CC=CC=2)=CC=1. The product is [Cl:21][C:22]1[NH:30][C:29]2[C:28](=[O:34])[N:27]([CH2:14][CH2:15][CH2:16][N:11]3[N:10]=[N:9][C:8]([CH2:1][C:2]4[CH:3]=[CH:4][CH:5]=[CH:6][CH:7]=4)=[N:12]3)[C:26](=[O:35])[N:25]([CH2:36][CH2:37][CH2:38][CH2:39][CH3:40])[C:24]=2[N:23]=1. The yield is 0.0300. (7) The reactants are [O:1]1[CH2:6][CH2:5][CH2:4][CH2:3][CH:2]1[O:7][C@H:8]1[CH2:13][CH2:12][C@H:11]([C:14]([OH:17])([CH3:16])[CH3:15])[CH2:10][CH2:9]1.[H-].[Na+].[CH3:20]I.O. The catalyst is C1COCC1. The product is [CH3:20][O:17][C:14]([C@H:11]1[CH2:12][CH2:13][C@H:8]([O:7][CH:2]2[CH2:3][CH2:4][CH2:5][CH2:6][O:1]2)[CH2:9][CH2:10]1)([CH3:15])[CH3:16]. The yield is 0.720.